Dataset: Reaction yield outcomes from USPTO patents with 853,638 reactions. Task: Predict the reaction yield, written as a fraction of the theoretical maximum amount of product (1.0 means a 100% yield; for example, 0.34 means a 34% yield). (1) The reactants are [C:1](O)(C(F)(F)F)=[O:2].[Br:8][C:9]1[CH:42]=[CH:41][C:12]([NH:13][C:14]2[C:23]3[C:18](=[CH:19][C:20]([O:24][CH2:25][CH:26]4[CH2:31][CH2:30][N:29](C(OC(C)(C)C)=O)[CH2:28][CH2:27]4)=[CH:21][CH:22]=3)[N:17]=[C:16](OC)[N:15]=2)=[C:11]([F:43])[CH:10]=1. The product is [Br:8][C:9]1[CH:42]=[CH:41][C:12]([NH:13][C:14]2[C:23]3[C:18](=[CH:19][C:20]([O:24][CH2:25][CH:26]4[CH2:31][CH2:30][NH:29][CH2:28][CH2:27]4)=[C:21]([O:2][CH3:1])[CH:22]=3)[N:17]=[CH:16][N:15]=2)=[C:11]([F:43])[CH:10]=1. The yield is 0.705. The catalyst is C(Cl)Cl. (2) The reactants are [Br:1][C:2]1[C:3](N)=[N:4][CH:5]=[C:6]([Br:9])[C:7]=1[Cl:8].N([O-])=O.[Na+].N1C=CC=CC=1.[FH:21]. No catalyst specified. The product is [Br:1][C:2]1[C:3]([F:21])=[N:4][CH:5]=[C:6]([Br:9])[C:7]=1[Cl:8]. The yield is 0.830. (3) The reactants are Br[C:2]1[CH:3]=[CH:4][C:5]2[C:6]3[CH2:15][N:14]([C:16]([O:18][C:19]([CH3:22])([CH3:21])[CH3:20])=[O:17])[CH2:13][CH2:12][C:7]=3[N:8]([CH3:11])[C:9]=2[CH:10]=1.[F:23][C:24]([F:39])([F:38])[C:25]1[CH:30]=[CH:29][C:28]([C:31]2[CH:36]=[CH:35][NH:34][C:33](=[O:37])[CH:32]=2)=[CH:27][CH:26]=1. No catalyst specified. The product is [CH3:11][N:8]1[C:9]2[CH:10]=[C:2]([N:34]3[CH:35]=[CH:36][C:31]([C:28]4[CH:27]=[CH:26][C:25]([C:24]([F:38])([F:39])[F:23])=[CH:30][CH:29]=4)=[CH:32][C:33]3=[O:37])[CH:3]=[CH:4][C:5]=2[C:6]2[CH2:15][N:14]([C:16]([O:18][C:19]([CH3:22])([CH3:21])[CH3:20])=[O:17])[CH2:13][CH2:12][C:7]1=2. The yield is 0.450.